Dataset: Full USPTO retrosynthesis dataset with 1.9M reactions from patents (1976-2016). Task: Predict the reactants needed to synthesize the given product. (1) Given the product [CH3:10][O:9][CH:5]1[CH2:4][CH2:3][S:2](=[O:8])(=[O:7])[NH:1][CH2:6]1, predict the reactants needed to synthesize it. The reactants are: [N:1]12[CH2:6][CH:5]1[CH2:4][CH2:3][S:2]2(=[O:8])=[O:7].[OH2:9].[C:10]1(C)C=CC(S(O)(=O)=O)=CC=1. (2) Given the product [Br:17][C:18]1[CH:23]=[CH:22][C:21]([O:24][CH3:25])=[CH:20][C:19]=1[S:16][C:9]1[N:10]([CH2:11][CH2:12][CH2:13][C:14]#[CH:15])[C:6]2[CH:5]=[CH:4][N:3]=[C:2]([NH2:1])[C:7]=2[N:8]=1, predict the reactants needed to synthesize it. The reactants are: [NH2:1][C:2]1[C:7]2[NH:8][C:9](=[S:16])[N:10]([CH2:11][CH2:12][CH2:13][C:14]#[CH:15])[C:6]=2[CH:5]=[CH:4][N:3]=1.[Br:17][C:18]1[CH:23]=[CH:22][C:21]([O:24][CH3:25])=[CH:20][C:19]=1I.CC1C=CC2C=CC3C=CC(C)=NC=3C=2N=1.O.CC([O-])(C)C.[Na+]. (3) Given the product [CH2:27]([N:34]1[CH2:37][CH2:36][CH:45]2[N:47]([CH2:50][C:51]3[CH:7]=[CH:8][CH:9]=[CH:10][CH:11]=3)[CH2:48][CH2:49][CH:46]12)[C:28]1[CH:33]=[CH:32][CH:31]=[CH:30][CH:29]=1, predict the reactants needed to synthesize it. The reactants are: CS(OC[CH2:7][CH:8](OS(C)(=O)=O)[CH:9](OS(C)(=O)=O)[CH2:10][CH2:11]OS(C)(=O)=O)(=O)=O.[CH2:27]([NH2:34])[C:28]1[CH:33]=[CH:32][CH:31]=[CH:30][CH:29]=1.O1CCO[CH2:37][CH2:36]1.C(Cl)(=O)C.[CH2:45]([N:47]([CH2:50][CH3:51])[CH2:48][CH3:49])[CH3:46]. (4) Given the product [CH3:39][O:38][C:36]([CH2:35][CH2:34][CH2:33][CH2:32][CH2:31][CH2:30][CH2:29][O:1][C:2]1[C:3]([Se:16][C:17]2[CH:27]=[CH:26][C:20]([C:21]([O:23][CH2:24][CH3:25])=[O:22])=[CH:19][CH:18]=2)=[CH:4][C:5]2[C:6]([CH3:14])([CH3:15])[CH2:7][CH2:8][C:9]([CH3:13])([CH3:12])[C:10]=2[CH:11]=1)=[O:37], predict the reactants needed to synthesize it. The reactants are: [OH:1][C:2]1[C:3]([Se:16][C:17]2[CH:27]=[CH:26][C:20]([C:21]([O:23][CH2:24][CH3:25])=[O:22])=[CH:19][CH:18]=2)=[CH:4][C:5]2[C:6]([CH3:15])([CH3:14])[CH2:7][CH2:8][C:9]([CH3:13])([CH3:12])[C:10]=2[CH:11]=1.Br[CH2:29][CH2:30][CH2:31][CH2:32][CH2:33][CH2:34][CH2:35][C:36]([O:38][CH3:39])=[O:37].C(=O)([O-])[O-].[K+].[K+]. (5) Given the product [C:1]([OH:9])(=[O:8])[C:2]1[CH:7]=[CH:6][CH:5]=[CH:4][CH:3]=1.[CH2:49]([N:12]([CH2:10][CH3:11])[CH2:13][CH2:14][N:15]([CH2:33][CH2:34][NH:35][CH2:36][CH2:37][C:38]1[C:46]2[S:45][C:44](=[O:47])[NH:43][C:42]=2[C:41]([OH:48])=[CH:40][CH:39]=1)[C:16](=[O:32])[CH2:17][CH2:18][O:19][CH2:20][CH2:21][C:22]1[C:31]2[C:26](=[CH:27][CH:28]=[CH:29][CH:30]=2)[CH:25]=[CH:24][CH:23]=1)[CH3:50], predict the reactants needed to synthesize it. The reactants are: [C:1]([OH:9])(=[O:8])[C:2]1[CH:7]=[CH:6][CH:5]=[CH:4][CH:3]=1.[CH2:10]([N:12]([CH2:49][CH3:50])[CH2:13][CH2:14][N:15]([CH2:33][CH2:34][NH:35][CH2:36][CH2:37][C:38]1[C:46]2[S:45][C:44](=[O:47])[NH:43][C:42]=2[C:41]([OH:48])=[CH:40][CH:39]=1)[C:16](=[O:32])[CH2:17][CH2:18][O:19][CH2:20][CH2:21][C:22]1[C:31]2[C:26](=[CH:27][CH:28]=[CH:29][CH:30]=2)[CH:25]=[CH:24][CH:23]=1)[CH3:11].